Dataset: Forward reaction prediction with 1.9M reactions from USPTO patents (1976-2016). Task: Predict the product of the given reaction. (1) The product is: [CH3:12][CH:11]([C:9]1[S:8][C:4]2[N:5]=[CH:6][N:7]=[C:2]([NH:20][CH:17]3[CH2:18][CH2:19][CH:14]([NH2:21])[CH2:15][CH2:16]3)[C:3]=2[CH:10]=1)[CH3:13]. Given the reactants Cl[C:2]1[C:3]2[CH:10]=[C:9]([CH:11]([CH3:13])[CH3:12])[S:8][C:4]=2[N:5]=[CH:6][N:7]=1.[CH:14]1([NH2:21])[CH2:19][CH2:18][CH:17]([NH2:20])[CH2:16][CH2:15]1, predict the reaction product. (2) Given the reactants [N:1]1([C:6]2[C:11]([O:12][CH2:13][C:14]([O:16]C)=O)=[CH:10][CH:9]=[CH:8][N:7]=2)[CH2:5][CH2:4][CH2:3][CH2:2]1.[NH2:18][NH2:19], predict the reaction product. The product is: [N:1]1([C:6]2[C:11]([O:12][CH2:13][C:14]([NH:18][NH2:19])=[O:16])=[CH:10][CH:9]=[CH:8][N:7]=2)[CH2:5][CH2:4][CH2:3][CH2:2]1. (3) Given the reactants [Br:1][C:2]1[CH:11]=[C:10]([F:12])[C:5]([NH:6][C:7](=[O:9])[CH3:8])=[C:4](F)[CH:3]=1.C(=O)([O-])[O-].[Cs+].[Cs+], predict the reaction product. The product is: [Br:1][C:2]1[CH:11]=[C:10]([F:12])[C:5]2[N:6]=[C:7]([CH3:8])[O:9][C:4]=2[CH:3]=1. (4) Given the reactants [Cl:1][C:2]1[C:11]2[C:6](=[CH:7][CH:8]=[CH:9][CH:10]=2)[CH:5]=[CH:4][C:3]=1[O:12][CH2:13][C:14]([CH3:17])([NH2:16])[CH3:15].[CH3:18][C:19]1[O:23][C:22]([CH:24]=O)=[CH:21][CH:20]=1, predict the reaction product. The product is: [Cl:1][C:2]1[C:11]2[C:6](=[CH:7][CH:8]=[CH:9][CH:10]=2)[CH:5]=[CH:4][C:3]=1[O:12][CH2:13][C:14]([CH3:17])([NH:16][CH2:24][C:22]1[O:23][C:19]([CH3:18])=[CH:20][CH:21]=1)[CH3:15]. (5) Given the reactants ClC1C(F)=CC(F)=C(C=1)C(NS(C)(=O)=O)=O.[Cl:17][C:18]1[C:19](F)=[CH:20][C:21]([F:33])=[C:22]([CH:32]=1)[C:23]([NH:25][S:26](=[O:31])(=[O:30])[N:27]([CH3:29])[CH3:28])=[O:24].C12(CO)CC3CC(CC(C3)C1)C2.[F:47][C:48]12[CH2:57][CH:52]3[CH2:53][CH:54]([CH2:56][C:50]([CH2:58][OH:59])([CH2:51]3)[CH2:49]1)[CH2:55]2, predict the reaction product. The product is: [Cl:17][C:18]1[C:19]([O:59][CH2:58][C:50]23[CH2:51][CH:52]4[CH2:53][CH:54]([CH2:55][C:48]([F:47])([CH2:57]4)[CH2:49]2)[CH2:56]3)=[CH:20][C:21]([F:33])=[C:22]([CH:32]=1)[C:23]([NH:25][S:26](=[O:31])(=[O:30])[N:27]([CH3:29])[CH3:28])=[O:24]. (6) The product is: [Br:7][C:5]1[N:6]=[C:2]([CH2:9][C:10]([CH3:13])([CH3:12])[CH3:11])[S:3][CH:4]=1. Given the reactants Br[C:2]1[S:3][CH:4]=[C:5]([Br:7])[N:6]=1.[I-].[CH2:9]([Zn+])[C:10]([CH3:13])([CH3:12])[CH3:11], predict the reaction product.